This data is from CYP2C9 inhibition data for predicting drug metabolism from PubChem BioAssay. The task is: Regression/Classification. Given a drug SMILES string, predict its absorption, distribution, metabolism, or excretion properties. Task type varies by dataset: regression for continuous measurements (e.g., permeability, clearance, half-life) or binary classification for categorical outcomes (e.g., BBB penetration, CYP inhibition). Dataset: cyp2c9_veith. (1) The drug is COC(=O)c1cc(OC)c(OC)cc1NC(=S)Nc1cccc(Cl)c1. The result is 0 (non-inhibitor). (2) The drug is COc1cccc(Cn2c(=O)c(C)nc3cnc(N(C)C)nc32)c1. The result is 1 (inhibitor). (3) The result is 1 (inhibitor). The drug is Cc1ccc(C(=O)C(OC(=O)CCC(=O)Nc2cccc(C)c2)c2ccccc2)cc1. (4) The compound is CCCC[C@@H]1CN2[C@@H](CC[C@H](C)[C@H]2c2ccc(Br)cc2)C(=O)O1. The result is 0 (non-inhibitor).